Dataset: Forward reaction prediction with 1.9M reactions from USPTO patents (1976-2016). Task: Predict the product of the given reaction. (1) Given the reactants [H-].[Na+].[CH:3]1([S:6]([NH2:9])(=[O:8])=[O:7])[CH2:5][CH2:4]1.[CH:10]1([N:13]2[C:17]([C:18]3[CH:19]=[C:20]([CH:24]4[CH2:33][C:32]([CH3:35])([CH3:34])[C:31]5[C:26](=[CH:27][CH:28]=[C:29]([C:36](O)=[O:37])[CH:30]=5)[NH:25]4)[CH:21]=[CH:22][CH:23]=3)=[N:16][N:15]=[N:14]2)[CH2:12][CH2:11]1.C(N1C=CN=C1)(N1C=CN=C1)=O, predict the reaction product. The product is: [CH:10]1([N:13]2[C:17]([C:18]3[CH:19]=[C:20]([CH:24]4[CH2:33][C:32]([CH3:34])([CH3:35])[C:31]5[C:26](=[CH:27][CH:28]=[C:29]([C:36]([NH:9][S:6]([CH:3]6[CH2:5][CH2:4]6)(=[O:8])=[O:7])=[O:37])[CH:30]=5)[NH:25]4)[CH:21]=[CH:22][CH:23]=3)=[N:16][N:15]=[N:14]2)[CH2:12][CH2:11]1. (2) Given the reactants [C:1]1([C:7]2[CH:11]=[C:10]([CH:12]=O)[O:9][N:8]=2)[CH:6]=[CH:5][CH:4]=[CH:3][CH:2]=1.[NH:14]1[CH2:19][CH2:18][CH:17]([CH2:20][C:21]([O:23][CH2:24][CH3:25])=[O:22])[CH2:16][CH2:15]1.C(O[BH-](OC(=O)C)OC(=O)C)(=O)C.C[N+](C)(C)C.C(=O)(O)[O-].[Na+], predict the reaction product. The product is: [C:1]1([C:7]2[CH:11]=[C:10]([CH2:12][N:14]3[CH2:19][CH2:18][CH:17]([CH2:20][C:21]([O:23][CH2:24][CH3:25])=[O:22])[CH2:16][CH2:15]3)[O:9][N:8]=2)[CH:2]=[CH:3][CH:4]=[CH:5][CH:6]=1. (3) Given the reactants [NH2:1][C:2]1[CH:3]=[C:4]([C:8](=[O:10])[CH3:9])[CH:5]=[CH:6][CH:7]=1.N1C=CC=CC=1.[F:17][C:18]([F:29])([F:28])[C:19]1[CH:20]=[C:21]([CH:25]=[CH:26][CH:27]=1)[C:22](Cl)=[O:23], predict the reaction product. The product is: [C:8]([C:4]1[CH:3]=[C:2]([NH:1][C:22](=[O:23])[C:21]2[CH:25]=[CH:26][CH:27]=[C:19]([C:18]([F:17])([F:28])[F:29])[CH:20]=2)[CH:7]=[CH:6][CH:5]=1)(=[O:10])[CH3:9]. (4) Given the reactants CCOCC.Br[C:7]1[CH:12]=[CH:11][C:10]([C:13]([CH3:16])([CH3:15])[CH3:14])=[CH:9][CH:8]=1.[Cl:17][C:18]1[N:26]=[CH:25][CH:24]=[CH:23][C:19]=1[C:20](Cl)=[O:21].C([O-])([O-])=O.[K+].[K+], predict the reaction product. The product is: [C:13]([C:10]1[CH:11]=[CH:12][C:7]([C:20]([C:19]2[C:18]([Cl:17])=[N:26][CH:25]=[CH:24][CH:23]=2)=[O:21])=[CH:8][CH:9]=1)([CH3:16])([CH3:15])[CH3:14]. (5) Given the reactants [Cl:1][C:2]1[C:7]([Cl:8])=[CH:6][CH:5]=[CH:4][C:3]=1[S:9]([NH2:12])(=[O:11])=[O:10].C(=O)([O-])[O-].[Cs+].[Cs+].[Cl:19][C:20]1[C:29](Cl)=[N:28][C:27]2[C:22](=[CH:23][C:24]([O:33][CH3:34])=[C:25]([O:31][CH3:32])[CH:26]=2)[N:21]=1, predict the reaction product. The product is: [Cl:1][C:2]1[C:7]([Cl:8])=[CH:6][CH:5]=[CH:4][C:3]=1[S:9]([NH:12][C:29]1[C:20]([Cl:19])=[N:21][C:22]2[C:27](=[CH:26][C:25]([O:31][CH3:32])=[C:24]([O:33][CH3:34])[CH:23]=2)[N:28]=1)(=[O:10])=[O:11].